From a dataset of Reaction yield outcomes from USPTO patents with 853,638 reactions. Predict the reaction yield, written as a fraction of the theoretical maximum amount of product (1.0 means a 100% yield; for example, 0.34 means a 34% yield). (1) The reactants are [CH3:1][O:2][CH2:3][O:4][C:5]1[C:9]([CH2:10][OH:11])=[CH:8][N:7]([C:12]2[CH:17]=[CH:16][CH:15]=[CH:14][C:13]=2[CH3:18])[N:6]=1. The catalyst is [O-2].[O-2].[Mn+4].C1(C)C=CC=CC=1. The product is [CH3:1][O:2][CH2:3][O:4][C:5]1[C:9]([CH:10]=[O:11])=[CH:8][N:7]([C:12]2[CH:17]=[CH:16][CH:15]=[CH:14][C:13]=2[CH3:18])[N:6]=1. The yield is 0.810. (2) The reactants are [Cl:1][C:2]1[CH:7]=[C:6]([Cl:8])[CH:5]=[CH:4][C:3]=1[N:9]1[C:13]([C:14]2[CH:19]=[CH:18][C:17]([OH:20])=[CH:16][CH:15]=2)=[C:12]([CH3:21])[C:11]([C:22]([NH:24][N:25]2[CH2:30][CH2:29][CH2:28][CH2:27][CH2:26]2)=[O:23])=[N:10]1.[CH2:31]([N:33]([CH2:41][CH2:42]O)[C:34](=[O:40])[O:35][C:36]([CH3:39])([CH3:38])[CH3:37])[CH3:32]. The catalyst is C1(C)C=CC=CC=1. The product is [Cl:1][C:2]1[CH:7]=[C:6]([Cl:8])[CH:5]=[CH:4][C:3]=1[N:9]1[C:13]([C:14]2[CH:15]=[CH:16][C:17]([O:20][CH2:32][CH2:31][N:33]([CH2:41][CH3:42])[C:34](=[O:40])[O:35][C:36]([CH3:38])([CH3:37])[CH3:39])=[CH:18][CH:19]=2)=[C:12]([CH3:21])[C:11]([C:22]([NH:24][N:25]2[CH2:26][CH2:27][CH2:28][CH2:29][CH2:30]2)=[O:23])=[N:10]1. The yield is 0.600. (3) The reactants are [C:1]([O:4][C@H:5]1[CH2:22][CH2:21][C@@:20]2([CH3:23])[C:7](=[CH:8][CH2:9][C@@H:10]3[C@@H:19]2[CH2:18][CH2:17][C@@:15]2([CH3:16])[C@H:11]3[CH2:12][C:13]([CH:25]=[O:26])=[C:14]2Cl)[CH2:6]1)(=[O:3])[CH3:2].[NH:27]1[CH:31]=[N:30][N:29]=[N:28]1. No catalyst specified. The product is [C:1]([O:4][C@H:5]1[CH2:22][CH2:21][C@@:20]2([CH3:23])[C:7](=[CH:8][CH2:9][C@@H:10]3[C@@H:19]2[CH2:18][CH2:17][C@@:15]2([CH3:16])[C@H:11]3[CH2:12][C:13]([CH:25]=[O:26])=[C:14]2[N:28]2[N:29]=[N:30][CH:31]=[N:27]2)[CH2:6]1)(=[O:3])[CH3:2]. The yield is 0.282. (4) The reactants are [CH2:1]([N:3]([CH:27]1[CH2:32][CH2:31][NH:30][CH2:29][CH2:28]1)[C:4]1[C:19]2[CH2:18][CH:17]=[CH:16][CH2:15][CH2:14][C:13]3[CH:20]=[C:21]([CH3:25])[NH:22][C:23](=[O:24])[C:12]=3[CH2:11][NH:10][C:9](=[O:26])[C:8]=2[CH:7]=[CH:6][CH:5]=1)[CH3:2].Br[C:34]([CH3:41])([CH3:40])[C:35]([O:37][CH2:38][CH3:39])=[O:36].C([O-])([O-])=O.[K+].[K+]. The catalyst is CN(C=O)C. The product is [CH2:1]([N:3]([C:4]1[C:19]2[CH2:18][CH:17]=[CH:16][CH2:15][CH2:14][C:13]3[CH:20]=[C:21]([CH3:25])[NH:22][C:23](=[O:24])[C:12]=3[CH2:11][NH:10][C:9](=[O:26])[C:8]=2[CH:7]=[CH:6][CH:5]=1)[CH:27]1[CH2:32][CH2:31][N:30]([C:34]([CH3:41])([CH3:40])[C:35]([O:37][CH2:38][CH3:39])=[O:36])[CH2:29][CH2:28]1)[CH3:2]. The yield is 0.356.